The task is: Predict the product of the given reaction.. This data is from Forward reaction prediction with 1.9M reactions from USPTO patents (1976-2016). (1) Given the reactants [CH3:1][O:2][C:3](=[O:28])[C:4]1[CH:9]=[CH:8][CH:7]=[C:6]([NH:10][C:11](=[O:27])[CH2:12][C:13](=[O:26])[CH2:14][O:15][C:16]23[CH2:25][CH:20]4[CH2:21][CH:22]([CH2:24][CH:18]([CH2:19]4)[CH2:17]2)[CH2:23]3)[CH:5]=1.O.[N:30]([O-])=[O:31].[Na+], predict the reaction product. The product is: [CH3:1][O:2][C:3](=[O:28])[C:4]1[CH:9]=[CH:8][CH:7]=[C:6]([NH:10][C:11](=[O:27])[C:12](=[N:30][OH:31])[C:13](=[O:26])[CH2:14][O:15][C:16]23[CH2:25][CH:20]4[CH2:21][CH:22]([CH2:24][CH:18]([CH2:19]4)[CH2:17]2)[CH2:23]3)[CH:5]=1. (2) Given the reactants O=[C:2]([C:11]1[CH:16]=[CH:15][CH:14]=[CH:13][CH:12]=1)[CH2:3][CH2:4][CH2:5][C:6]([O:8][CH2:9][CH3:10])=[O:7].Cl.[NH2:18][OH:19].C([O-])(=O)C.[Na+], predict the reaction product. The product is: [OH:19]/[N:18]=[C:2](/[C:11]1[CH:16]=[CH:15][CH:14]=[CH:13][CH:12]=1)\[CH2:3][CH2:4][CH2:5][C:6]([O:8][CH2:9][CH3:10])=[O:7]. (3) Given the reactants [CH2:1]([O:3][C:4](=[O:18])[CH2:5][CH:6]1[CH2:15][CH2:14][C:13]2[C:8](=[CH:9][CH:10]=[C:11]([O:16]C)[CH:12]=2)[CH2:7]1)C.B(Br)(Br)Br.CO, predict the reaction product. The product is: [CH3:1][O:3][C:4](=[O:18])[CH2:5][CH:6]1[CH2:15][CH2:14][C:13]2[C:8](=[CH:9][CH:10]=[C:11]([OH:16])[CH:12]=2)[CH2:7]1. (4) Given the reactants Br[C:2]([CH3:12])=[C:3]([C:5]1[CH:10]=[CH:9][C:8]([F:11])=[CH:7][CH:6]=1)[CH3:4].P([O-])([O-])([O-])=O.[K+].[K+].[K+].N1CCC[C@H]1C(O)=O.[CH3:29][N:30]1[CH2:43][CH2:42][C:33]2[NH:34][C:35]3[CH:36]=[CH:37][C:38]([CH3:41])=[CH:39][C:40]=3[C:32]=2[CH2:31]1, predict the reaction product. The product is: [F:11][C:8]1[CH:9]=[CH:10][C:5](/[C:3](/[CH3:4])=[C:2](/[N:34]2[C:35]3[CH:36]=[CH:37][C:38]([CH3:41])=[CH:39][C:40]=3[C:32]3[CH2:31][N:30]([CH3:29])[CH2:43][CH2:42][C:33]2=3)\[CH3:12])=[CH:6][CH:7]=1. (5) Given the reactants ClC1C=CC=C(Cl)C=1C(Cl)=O.[Cl:12][C:13]1[CH:18]=[CH:17][CH:16]=[C:15]([Cl:19])[C:14]=1[C:20]([N:22]=[C:23]=[S:24])=[O:21].[CH3:25][O:26][C:27]1[CH:28]=[C:29]2[C:34](=[CH:35][C:36]=1[O:37][CH3:38])[N:33]=[CH:32][CH:31]=[C:30]2[O:39][C:40]1[CH:46]=[CH:45][C:43]([NH2:44])=[C:42]([F:47])[CH:41]=1.C1(C)C=CC=CC=1, predict the reaction product. The product is: [Cl:12][C:13]1[CH:18]=[CH:17][CH:16]=[C:15]([Cl:19])[C:14]=1[C:20]([N:22]=[C:23]=[S:24])=[O:21].[Cl:12][C:13]1[CH:18]=[CH:17][CH:16]=[C:15]([Cl:19])[C:14]=1[C:20]([NH:22][C:23]([NH:44][C:43]1[CH:45]=[CH:46][C:40]([O:39][C:30]2[C:29]3[C:34](=[CH:35][C:36]([O:37][CH3:38])=[C:27]([O:26][CH3:25])[CH:28]=3)[N:33]=[CH:32][CH:31]=2)=[CH:41][C:42]=1[F:47])=[S:24])=[O:21]. (6) Given the reactants [NH:1]([C:5]1[CH:11]=[CH:10][C:8]([OH:9])=[CH:7][CH:6]=1)[C:2]([CH3:4])=[O:3].[Br:12][CH2:13][C:14](Cl)=[O:15], predict the reaction product. The product is: [Br:12][CH2:13][C:14]([O:9][C:8]1[CH:10]=[CH:11][C:5]([NH:1][C:2](=[O:3])[CH3:4])=[CH:6][CH:7]=1)=[O:15]. (7) Given the reactants C([O:3][C:4](=[O:35])[CH2:5][C:6]1[CH:11]=[CH:10][C:9]([O:12][CH3:13])=[C:8]([C:14]2[C:19]([CH2:20][N:21]([CH2:32][CH3:33])[C:22](=[O:31])[CH2:23][CH2:24][C:25]3[CH:30]=[CH:29][CH:28]=[CH:27][CH:26]=3)=[CH:18][C:17]([CH3:34])=[CH:16][N:15]=2)[CH:7]=1)C.[Li+].[OH-], predict the reaction product. The product is: [CH2:32]([N:21]([CH2:20][C:19]1[C:14]([C:8]2[CH:7]=[C:6]([CH2:5][C:4]([OH:35])=[O:3])[CH:11]=[CH:10][C:9]=2[O:12][CH3:13])=[N:15][CH:16]=[C:17]([CH3:34])[CH:18]=1)[C:22](=[O:31])[CH2:23][CH2:24][C:25]1[CH:26]=[CH:27][CH:28]=[CH:29][CH:30]=1)[CH3:33]. (8) Given the reactants [Cl:1][C:2]1([Cl:12])[CH2:11][CH2:10][C:5]2(OCC[O:6]2)[CH2:4][CH2:3]1.Cl, predict the reaction product. The product is: [Cl:1][C:2]1([Cl:12])[CH2:11][CH2:10][C:5](=[O:6])[CH2:4][CH2:3]1. (9) Given the reactants [NH2:1][C:2]1[CH:7]=[CH:6][N:5]=[C:4](Cl)[CH:3]=1.CCOCC.[NH:14]1[CH2:19][CH2:18][O:17][CH2:16][CH2:15]1, predict the reaction product. The product is: [N:14]1([C:4]2[CH:3]=[C:2]([NH2:1])[CH:7]=[CH:6][N:5]=2)[CH2:19][CH2:18][O:17][CH2:16][CH2:15]1.